Dataset: hERG Central: cardiac toxicity at 1µM, 10µM, and general inhibition. Task: Predict hERG channel inhibition at various concentrations. (1) The molecule is CCOC(=O)c1cc(-c2ccc(OC)cc2)n(CCC(=O)NC2CCN(Cc3ccccc3)CC2)c1C. Results: hERG_inhib (hERG inhibition (general)): blocker. (2) Results: hERG_inhib (hERG inhibition (general)): blocker. The drug is OC(COC(c1ccc(F)cc1)c1ccc(F)cc1)CN1CCc2ccccc2C1. (3) The compound is COc1ccccc1C(CCNCc1ccccc1)c1ccc(OC(C)C)cc1. Results: hERG_inhib (hERG inhibition (general)): blocker. (4) The molecule is CCOc1ccc(C(=O)N2CCCN(C(=O)c3ccc(OCC)cc3)CC2)cc1. Results: hERG_inhib (hERG inhibition (general)): blocker. (5) The drug is Cc1cccnc1NC(=O)c1ccc(Cl)c(S(=O)(=O)N2CCCCCC2)c1. Results: hERG_inhib (hERG inhibition (general)): blocker.